The task is: Predict which catalyst facilitates the given reaction.. This data is from Catalyst prediction with 721,799 reactions and 888 catalyst types from USPTO. (1) Reactant: [Br:1][C:2]1[CH:7]=[CH:6][C:5]([CH3:8])=[C:4]([N+:9]([O-])=O)[CH:3]=1.O.O.[Sn](Cl)Cl.[OH-].[Na+]. Product: [Br:1][C:2]1[CH:7]=[CH:6][C:5]([CH3:8])=[C:4]([CH:3]=1)[NH2:9]. The catalyst class is: 25. (2) Reactant: C([O:8][C:9]1[CH:14]=[CH:13][C:12]([C@@H:15]2[CH2:20][CH2:19][N:18]([C:21]([O:23][C:24]([CH3:27])([CH3:26])[CH3:25])=[O:22])[CH2:17][C@H:16]2[OH:28])=[CH:11][CH:10]=1)C1C=CC=CC=1.[H][H]. Product: [OH:28][C@H:16]1[C@H:15]([C:12]2[CH:11]=[CH:10][C:9]([OH:8])=[CH:14][CH:13]=2)[CH2:20][CH2:19][N:18]([C:21]([O:23][C:24]([CH3:27])([CH3:26])[CH3:25])=[O:22])[CH2:17]1. The catalyst class is: 19. (3) Reactant: [Br:1][C:2]1[CH:7]=[CH:6][C:5]([C:8](=O)[CH2:9][CH2:10][CH2:11][CH2:12][NH:13]C(=O)OC(C)(C)C)=[CH:4][C:3]=1[F:22]. Product: [Br:1][C:2]1[CH:7]=[CH:6][C:5]([C:8]2[CH2:9][CH2:10][CH2:11][CH2:12][N:13]=2)=[CH:4][C:3]=1[F:22]. The catalyst class is: 106. (4) Reactant: [Br:1][C:2]1[C:3]([CH2:7][NH:8][C:9](=[O:17])[CH:10](OCC)COC)=[CH:4][S:5][CH:6]=1.Br. Product: [Br:1][C:2]1[C:3]2=[CH:7][NH:8][C:9](=[O:17])[CH:10]=[C:4]2[S:5][CH:6]=1. The catalyst class is: 15. (5) Reactant: C([O:5][C:6](=[O:33])[CH2:7][O:8][C:9]1[CH:18]=[CH:17][C:16]2[C:11](=[CH:12][CH:13]=[CH:14][CH:15]=2)[C:10]=1[C:19]#[C:20][C:21]1[CH:26]=[CH:25][CH:24]=[C:23]([S:27]([CH2:30][CH2:31][CH3:32])(=[O:29])=[O:28])[CH:22]=1)(C)(C)C.FC(F)(F)C(O)=O. Product: [CH2:30]([S:27]([C:23]1[CH:22]=[C:21]([C:20]#[C:19][C:10]2[C:11]3[C:16](=[CH:15][CH:14]=[CH:13][CH:12]=3)[CH:17]=[CH:18][C:9]=2[O:8][CH2:7][C:6]([OH:33])=[O:5])[CH:26]=[CH:25][CH:24]=1)(=[O:29])=[O:28])[CH2:31][CH3:32]. The catalyst class is: 2. (6) Reactant: [C:1]([O:5][C:6]([N:8]1[CH2:13][CH2:12][N:11]([S:14]([C:17]2[CH:18]=[C:19]([CH:23]=[CH:24][C:25]=2[O:26][C:27]2[CH:32]=[C:31]([CH3:33])[CH:30]=[C:29]([CH3:34])[CH:28]=2)[C:20]([OH:22])=[O:21])(=[O:16])=[O:15])[CH2:10][CH2:9]1)=[O:7])([CH3:4])([CH3:3])[CH3:2].[C:35]([O-])([O-])=O.[K+].[K+].CI. Product: [CH3:34][C:29]1[CH:28]=[C:27]([CH:32]=[C:31]([CH3:33])[CH:30]=1)[O:26][C:25]1[CH:24]=[CH:23][C:19]([C:20]([O:22][CH3:35])=[O:21])=[CH:18][C:17]=1[S:14]([N:11]1[CH2:10][CH2:9][N:8]([C:6]([O:5][C:1]([CH3:4])([CH3:3])[CH3:2])=[O:7])[CH2:13][CH2:12]1)(=[O:15])=[O:16]. The catalyst class is: 3.